Task: Predict which catalyst facilitates the given reaction.. Dataset: Catalyst prediction with 721,799 reactions and 888 catalyst types from USPTO (1) Reactant: [C:1]([O:5][C:6]([NH:8][CH2:9][C:10]#[C:11][CH2:12][O:13][C:14]1[CH:19]=[CH:18][C:17]([N+:20]([O-])=O)=[CH:16][CH:15]=1)=[O:7])([CH3:4])([CH3:3])[CH3:2]. Product: [C:1]([O:5][C:6]([NH:8][CH2:9][C:10]#[C:11][CH2:12][O:13][C:14]1[CH:19]=[CH:18][C:17]([NH2:20])=[CH:16][CH:15]=1)=[O:7])([CH3:4])([CH3:2])[CH3:3]. The catalyst class is: 5. (2) Reactant: [F:1][C:2]1([F:19])[CH2:5][N:4]([C:6]2[CH:7]=[C:8]3[N:17]([CH3:18])[CH:16]=[CH:15][C:9]3=[N:10][C:11]=2[CH:12]([NH2:14])[CH3:13])[CH2:3]1.[Cl:20][C:21]1[C:22]([NH2:29])=[N:23][C:24]([NH2:28])=[N:25][C:26]=1Cl.CCN(CC)CC. Product: [Cl:20][C:21]1[C:26]([NH:14][CH:12]([C:11]2[N:10]=[C:9]3[CH:15]=[CH:16][N:17]([CH3:18])[C:8]3=[CH:7][C:6]=2[N:4]2[CH2:5][C:2]([F:1])([F:19])[CH2:3]2)[CH3:13])=[N:25][C:24]([NH2:28])=[N:23][C:22]=1[NH2:29]. The catalyst class is: 3.